This data is from Reaction yield outcomes from USPTO patents with 853,638 reactions. The task is: Predict the reaction yield, written as a fraction of the theoretical maximum amount of product (1.0 means a 100% yield; for example, 0.34 means a 34% yield). (1) The reactants are [CH2:1]([S:3]([C:6]1[CH:7]=[C:8]([C:28]([OH:30])=O)[C:9]2[NH:13][C:12]([NH:14][C:15]([C:17]3[N:18]=[CH:19][C:20]4[C:25]([CH:26]=3)=[CH:24][CH:23]=[CH:22][CH:21]=4)=[O:16])=[N:11][C:10]=2[CH:27]=1)(=[O:5])=[O:4])[CH3:2].CN(C(ON1N=NC2C=CC=CC1=2)=[N+](C)C)C.F[P-](F)(F)(F)(F)F.CCN(C(C)C)C(C)C.S(O)(O)(=O)=O.[NH2:69][C:70]1[NH:71][CH:72]=[CH:73][N:74]=1. The catalyst is CN(C=O)C.[Cl-].[Na+].O. The product is [CH2:1]([S:3]([C:6]1[CH:7]=[C:8]([C:28](=[O:30])[NH:69][C:70]2[NH:71][CH:72]=[CH:73][N:74]=2)[C:9]2[NH:13][C:12]([NH:14][C:15]([C:17]3[N:18]=[CH:19][C:20]4[C:25]([CH:26]=3)=[CH:24][CH:23]=[CH:22][CH:21]=4)=[O:16])=[N:11][C:10]=2[CH:27]=1)(=[O:5])=[O:4])[CH3:2]. The yield is 0.570. (2) The reactants are [CH2:1]([O:3][C:4]1[CH:13]=[CH:12][C:7]2[N:8]=[C:9]([NH2:11])[S:10][C:6]=2[CH:5]=1)[CH3:2].[Cl:14][C:15]1[CH:16]=[C:17]([CH:21]=[CH:22][C:23]=1[Cl:24])[C:18](Cl)=[O:19].Br[CH:26]([CH2:31][CH3:32])[C:27]([O:29]C)=[O:28].COC1C=CC2N=C(N)SC=2C=1.ClC1C=C(C=CC=1)C(Cl)=O.BrCC(OCC)=O. No catalyst specified. The product is [Cl:14][C:15]1[CH:16]=[C:17]([CH:21]=[CH:22][C:23]=1[Cl:24])[C:18]([N:11]=[C:9]1[N:8]([CH:26]([CH2:31][CH3:32])[C:27]([OH:29])=[O:28])[C:7]2[CH:12]=[CH:13][C:4]([O:3][CH2:1][CH3:2])=[CH:5][C:6]=2[S:10]1)=[O:19]. The yield is 0.160. (3) The reactants are C1C=CC(P([N:15]=[N+]=[N-])(C2C=CC=CC=2)=O)=CC=1.[CH2:18]1[CH2:28][CH2:27][N:26]2[C:21](=[N:22][CH2:23][CH2:24][CH2:25]2)C[CH2:19]1.[H-].[H-].[H-].[H-].[Li+].[Al+3]. The catalyst is C1COCC1. The product is [NH:26]1[C:27]2[CH:28]=[C:18]([CH2:19][NH2:15])[CH:25]=[CH:24][C:23]=2[N:22]=[CH:21]1. The yield is 0.670. (4) The reactants are [Cl-].O[NH3+:3].[C:4](=[O:7])([O-])[OH:5].[Na+].CS(C)=O.[CH3:13][C:14]1[N:51]=[C:17]2[N:18]([C:41]3[CH:46]=[CH:45][C:44]([O:47][CH:48]([CH3:50])[CH3:49])=[CH:43][CH:42]=3)[C:19](=[O:40])[C:20]([CH2:25][C:26]3[CH:31]=[CH:30][C:29]([C:32]4[C:33]([C:38]#[N:39])=[CH:34][CH:35]=[CH:36][CH:37]=4)=[CH:28][CH:27]=3)=[C:21]([CH2:22][CH2:23][CH3:24])[N:16]2[N:15]=1. The catalyst is C(OCC)(=O)C. The product is [CH3:13][C:14]1[N:51]=[C:17]2[N:18]([C:41]3[CH:46]=[CH:45][C:44]([O:47][CH:48]([CH3:50])[CH3:49])=[CH:43][CH:42]=3)[C:19](=[O:40])[C:20]([CH2:25][C:26]3[CH:27]=[CH:28][C:29]([C:32]4[CH:37]=[CH:36][CH:35]=[CH:34][C:33]=4[C:38]4[NH:3][C:4](=[O:7])[O:5][N:39]=4)=[CH:30][CH:31]=3)=[C:21]([CH2:22][CH2:23][CH3:24])[N:16]2[N:15]=1. The yield is 0.530. (5) The reactants are [H-].[Al+3].[Li+].[H-].[H-].[H-].C([O:9][C:10]([C:12]1[C:21]([Cl:22])=[C:15]2[C:16](=[O:20])[NH:17][CH2:18][CH2:19][N:14]2[N:13]=1)=O)C. The catalyst is C1COCC1.CCOC(C)=O. The product is [Cl:22][C:21]1[C:12]([CH2:10][OH:9])=[N:13][N:14]2[CH2:19][CH2:18][NH:17][C:16](=[O:20])[C:15]=12. The yield is 0.790.